This data is from Peptide-MHC class I binding affinity with 185,985 pairs from IEDB/IMGT. The task is: Regression. Given a peptide amino acid sequence and an MHC pseudo amino acid sequence, predict their binding affinity value. This is MHC class I binding data. (1) The peptide sequence is AMCNVYIPPY. The MHC is HLA-A01:01 with pseudo-sequence HLA-A01:01. The binding affinity (normalized) is 0.477. (2) The peptide sequence is DLPPAIAAE. The MHC is HLA-B35:01 with pseudo-sequence HLA-B35:01. The binding affinity (normalized) is 0.0847. (3) The peptide sequence is YLIIICVLVV. The MHC is H-2-Db with pseudo-sequence H-2-Db. The binding affinity (normalized) is 0.0860. (4) The peptide sequence is LAAPCRNAL. The MHC is HLA-B15:01 with pseudo-sequence HLA-B15:01. The binding affinity (normalized) is 0.240. (5) The peptide sequence is ILMIFISSFL. The MHC is H-2-Kb with pseudo-sequence H-2-Kb. The binding affinity (normalized) is 0.555. (6) The peptide sequence is GLYLYRFHV. The MHC is HLA-A80:01 with pseudo-sequence HLA-A80:01. The binding affinity (normalized) is 0.0847. (7) The peptide sequence is FLPKDYFPSV. The MHC is HLA-A02:02 with pseudo-sequence HLA-A02:02. The binding affinity (normalized) is 0.847.